This data is from Full USPTO retrosynthesis dataset with 1.9M reactions from patents (1976-2016). The task is: Predict the reactants needed to synthesize the given product. Given the product [NH:16]([C:3]1[NH:8][C:7](=[O:9])[C:6]([C:10]2[CH:15]=[CH:14][CH:13]=[CH:12][CH:11]=2)=[N:5][N:4]=1)[NH2:17], predict the reactants needed to synthesize it. The reactants are: CS[C:3]1[NH:8][C:7](=[O:9])[C:6]([C:10]2[CH:15]=[CH:14][CH:13]=[CH:12][CH:11]=2)=[N:5][N:4]=1.[NH2:16][NH2:17].